This data is from Reaction yield outcomes from USPTO patents with 853,638 reactions. The task is: Predict the reaction yield, written as a fraction of the theoretical maximum amount of product (1.0 means a 100% yield; for example, 0.34 means a 34% yield). (1) The reactants are [CH2:1](C(O)=O)[C:2]([CH2:4]C(O)=O)=[O:3].C([O-])(=O)C.[Na+].[CH2:16]([O:18][C:19](=[O:27])[CH:20]([CH2:24][CH:25]=O)[CH2:21][CH:22]=O)[CH3:17].[CH2:28]([NH2:35])[C:29]1[CH:34]=[CH:33][CH:32]=[CH:31][CH:30]=1.C(=O)([O-])[O-].[K+].[K+]. The catalyst is O.Cl. The product is [CH2:16]([O:18][C:19]([CH:20]1[CH2:24][CH:25]2[N:35]([CH2:28][C:29]3[CH:34]=[CH:33][CH:32]=[CH:31][CH:30]=3)[CH:22]([CH2:1][C:2](=[O:3])[CH2:4]2)[CH2:21]1)=[O:27])[CH3:17]. The yield is 0.400. (2) The yield is 0.130. No catalyst specified. The reactants are CS(O[CH2:6][CH2:7][N:8]1[CH:12]=[C:11]([C:13]2[CH:18]=[C:17]([C:19]([O:21]C)=[O:20])[CH:16]=[CH:15][N:14]=2)[N:10]=[CH:9]1)(=O)=O.Cl.[F:24][C:25]1([F:33])[CH2:30][CH2:29][CH:28]([CH2:31][NH2:32])[CH2:27][CH2:26]1. The product is [F:24][C:25]1([F:33])[CH2:30][CH2:29][CH:28]([CH2:31][NH:32][CH2:6][CH2:7][N:8]2[CH:12]=[C:11]([C:13]3[CH:18]=[C:17]([C:19]([OH:21])=[O:20])[CH:16]=[CH:15][N:14]=3)[N:10]=[CH:9]2)[CH2:27][CH2:26]1.